This data is from Reaction yield outcomes from USPTO patents with 853,638 reactions. The task is: Predict the reaction yield, written as a fraction of the theoretical maximum amount of product (1.0 means a 100% yield; for example, 0.34 means a 34% yield). The reactants are FC(F)(F)C(O)=O.[CH:8]12[CH2:17][CH:12]3[CH2:13][CH:14]([CH2:16][CH:10]([CH2:11]3)[CH:9]1[NH:18][C:19](=[O:37])[C@H:20]1[CH2:24][CH2:23][CH2:22][N:21]1[CH2:25][C:26]([NH:29]C(OC(C)(C)C)=O)([CH3:28])[CH3:27])[CH2:15]2. The catalyst is ClCCl. The product is [CH:8]12[CH2:17][CH:12]3[CH2:13][CH:14]([CH2:16][CH:10]([CH2:11]3)[CH:9]1[NH:18][C:19](=[O:37])[C@H:20]1[CH2:24][CH2:23][CH2:22][N:21]1[CH2:25][C:26]([NH2:29])([CH3:27])[CH3:28])[CH2:15]2. The yield is 0.930.